From a dataset of Catalyst prediction with 721,799 reactions and 888 catalyst types from USPTO. Predict which catalyst facilitates the given reaction. (1) Reactant: C(Cl)CCl.C1C=CC2N(O)N=NC=2C=1.[C:15]([O:19][C:20]([N:22]1[CH2:26][CH2:25][C@H:24]([C:27]([OH:29])=O)[CH2:23]1)=[O:21])([CH3:18])([CH3:17])[CH3:16].Cl.Cl.[CH:32]1([N:36]2[CH2:41][CH2:40][NH:39][CH2:38][CH2:37]2)[CH2:35][CH2:34][CH2:33]1. Product: [CH:32]1([N:36]2[CH2:41][CH2:40][N:39]([C:27]([C@H:24]3[CH2:25][CH2:26][N:22]([C:20]([O:19][C:15]([CH3:16])([CH3:17])[CH3:18])=[O:21])[CH2:23]3)=[O:29])[CH2:38][CH2:37]2)[CH2:35][CH2:34][CH2:33]1. The catalyst class is: 851. (2) Product: [F:1][C:2]1[C:7]2[N:8]=[CH:9][S:10][C:6]=2[CH:5]=[C:4]([C:11]([OH:13])=[O:12])[C:3]=1[NH:15][C:16]1[CH:21]=[CH:20][C:19]([Br:22])=[CH:18][C:17]=1[Cl:23]. The catalyst class is: 36. Reactant: [F:1][C:2]1[C:7]2[N:8]=[CH:9][S:10][C:6]=2[CH:5]=[C:4]([C:11]([O:13]C)=[O:12])[C:3]=1[NH:15][C:16]1[CH:21]=[CH:20][C:19]([Br:22])=[CH:18][C:17]=1[Cl:23].[Li+].[OH-].Cl. (3) Reactant: [CH2:1]([O:3][C:4]([C:6]1[CH:7](Br)[C:8]2[C:13]([C:14]=1[C:15]1[CH:20]=[CH:19][CH:18]=[CH:17][CH:16]=1)=[CH:12][CH:11]=[C:10]([O:21][CH3:22])[CH:9]=2)=[O:5])[CH3:2].[NH:24]1[CH2:29][CH2:28][O:27][CH2:26][CH2:25]1. Product: [CH2:1]([O:3][C:4]([C:6]1[CH:7]([N:24]2[CH2:29][CH2:28][O:27][CH2:26][CH2:25]2)[C:8]2[C:13]([C:14]=1[C:15]1[CH:20]=[CH:19][CH:18]=[CH:17][CH:16]=1)=[CH:12][CH:11]=[C:10]([O:21][CH3:22])[CH:9]=2)=[O:5])[CH3:2]. The catalyst class is: 1. (4) Reactant: [Br:1][C:2]1[CH:3]=[C:4]2[NH:10][CH:9]=[N:8][C:5]2=[N:6][CH:7]=1.Cl[CH2:12][C:13]1[CH:18]=[CH:17][C:16]([O:19][CH3:20])=[CH:15][CH:14]=1.C([O-])([O-])=O.[Cs+].[Cs+]. Product: [Br:1][C:2]1[CH:3]=[C:4]2[N:10]([CH2:12][C:13]3[CH:18]=[CH:17][C:16]([O:19][CH3:20])=[CH:15][CH:14]=3)[CH:9]=[N:8][C:5]2=[N:6][CH:7]=1. The catalyst class is: 3.